Dataset: Experimentally validated miRNA-target interactions with 360,000+ pairs, plus equal number of negative samples. Task: Binary Classification. Given a miRNA mature sequence and a target amino acid sequence, predict their likelihood of interaction. (1) The miRNA is hsa-miR-3941 with sequence UUACACACAACUGAGGAUCAUA. The protein sequence of the target gene is MAAPRAGRGAGWSLRAWRALGGIRWGRRPRLTPDLRALLTSGTSDPRARVTYGTPSLWARLSVGVTEPRACLTSGTPGPRAQLTAVTPDTRTREASENSGTRSRAWLAVALGAGGAVLLLLWGGGRGPPAVLAAVPSPPPASPRSQYNFIADVVEKTAPAVVYIEILDRHPFLGREVPISNGSGFVVAADGLIVTNAHVVADRRRVRVRLLSGDTYEAVVTAVDPVADIATLRIQTKEPLPTLPLGRSADVRQGEFVVAMGSPFALQNTITSGIVSSAQRPARDLGLPQTNVEYIQTDAA.... Result: 0 (no interaction). (2) The miRNA is mmu-miR-290a-3p with sequence AAAGUGCCGCCUAGUUUUAAGCCC. The protein sequence of the target gene is MAKQLNLPENTDDWTKEDVNQWLESHKIDQKHREILTEQDVNGAVLKWLKKEHLVDMGITHGPAIQIEELFKELRKTAIEDSIQTSKMGKPSKNAPKDQTVSQKERRETSKQKQKGKENPDMANPSAMSTTAKGSKSLKVELIEDKIDYTKERQPSIDLTCVSYPFDEFSNPYRYKLDFSLQPETGPGNLIDPIHEFKAFTNTATATEEDVKMKFSNEVFRFASACMNSRTNGTIHFGVKDKPHGKIVGIKVTNDTKEALINHFNLMINKYFEDHQVQQAKKCIREPRFVEVLLPNSTLS.... Result: 0 (no interaction).